This data is from Full USPTO retrosynthesis dataset with 1.9M reactions from patents (1976-2016). The task is: Predict the reactants needed to synthesize the given product. (1) Given the product [CH3:1][O:2][C:3](=[O:13])[C:4]1[CH:9]=[CH:8][C:7]([CH2:10][C:20]([O:19][Si:18]([C:14]([CH3:17])([CH3:16])[CH3:15])([CH3:32])[CH3:31])([C:23]2[C:28]([CH3:29])=[CH:27][CH:26]=[CH:25][C:24]=2[Cl:30])[C:21]#[N:22])=[C:6]([Br:12])[CH:5]=1, predict the reactants needed to synthesize it. The reactants are: [CH3:1][O:2][C:3](=[O:13])[C:4]1[CH:9]=[CH:8][C:7]([CH2:10]Br)=[C:6]([Br:12])[CH:5]=1.[C:14]([Si:18]([CH3:32])([CH3:31])[O:19][CH:20]([C:23]1[C:28]([CH3:29])=[CH:27][CH:26]=[CH:25][C:24]=1[Cl:30])[C:21]#[N:22])([CH3:17])([CH3:16])[CH3:15]. (2) The reactants are: Br[C:2]1[C:3]2[C:8]([C:9]([C:16]3[CH:25]=[CH:24][C:23]4[C:18](=[CH:19][CH:20]=[CH:21][CH:22]=4)[CH:17]=3)=[C:10]3[C:15]=1[CH:14]=[CH:13][CH:12]=[CH:11]3)=[CH:7][CH:6]=[CH:5][CH:4]=2.[CH3:26][C:27]1([CH3:61])[C:51]2[C:31]([CH:32]=[C:33]3[CH:50]=[C:49]4[C:36]([C:37]5[C:42]([C:43]6[C:48]4=[CH:47][CH:46]=[CH:45][CH:44]=6)=[CH:41][CH:40]=[CH:39][CH:38]=5)=[CH:35][C:34]3=2)=[CH:30][C:29](B2OC(C)(C)C(C)(C)O2)=[CH:28]1.C([O-])([O-])=O.[Na+].[Na+].CCO. Given the product [CH3:61][C:27]1([CH3:26])[C:51]2[C:31]([CH:32]=[C:33]3[CH:50]=[C:49]4[C:36]([C:37]5[C:42]([C:43]6[C:48]4=[CH:47][CH:46]=[CH:45][CH:44]=6)=[CH:41][CH:40]=[CH:39][CH:38]=5)=[CH:35][C:34]3=2)=[CH:30][C:29]([C:2]2[C:3]3[C:8]([C:9]([C:16]4[CH:25]=[CH:24][C:23]5[C:18](=[CH:19][CH:20]=[CH:21][CH:22]=5)[CH:17]=4)=[C:10]4[C:15]=2[CH:14]=[CH:13][CH:12]=[CH:11]4)=[CH:7][CH:6]=[CH:5][CH:4]=3)=[CH:28]1, predict the reactants needed to synthesize it.